Dataset: Peptide-MHC class I binding affinity with 185,985 pairs from IEDB/IMGT. Task: Regression. Given a peptide amino acid sequence and an MHC pseudo amino acid sequence, predict their binding affinity value. This is MHC class I binding data. (1) The peptide sequence is LLVAHYAII. The MHC is HLA-A02:01 with pseudo-sequence HLA-A02:01. The binding affinity (normalized) is 0.166. (2) The MHC is HLA-B08:03 with pseudo-sequence HLA-B08:03. The peptide sequence is KRWAFRTGV. The binding affinity (normalized) is 0.0847. (3) The peptide sequence is EDQGNPIVL. The MHC is HLA-B45:01 with pseudo-sequence HLA-B45:01. The binding affinity (normalized) is 0.111. (4) The peptide sequence is KVIEKMEVL. The MHC is HLA-B44:02 with pseudo-sequence HLA-B44:02. The binding affinity (normalized) is 0.0847. (5) The peptide sequence is FLGTSISGV. The MHC is HLA-A68:02 with pseudo-sequence HLA-A68:02. The binding affinity (normalized) is 0.443. (6) The peptide sequence is AIKVLRGFKK. The MHC is HLA-A11:01 with pseudo-sequence HLA-A11:01. The binding affinity (normalized) is 0.380. (7) The peptide sequence is YITDYSNDI. The MHC is HLA-B15:01 with pseudo-sequence HLA-B15:01. The binding affinity (normalized) is 0.0847. (8) The peptide sequence is CTELKLSDY. The MHC is HLA-A11:01 with pseudo-sequence HLA-A11:01. The binding affinity (normalized) is 0.0847. (9) The MHC is HLA-A26:01 with pseudo-sequence HLA-A26:01. The peptide sequence is EALSGFLQY. The binding affinity (normalized) is 0.324.